This data is from Forward reaction prediction with 1.9M reactions from USPTO patents (1976-2016). The task is: Predict the product of the given reaction. (1) The product is: [F:10][C:4]1[CH:3]=[CH:2][C:9]([B:18]([OH:19])[OH:17])=[CH:8][C:5]=1[CH2:6][OH:7]. Given the reactants Br[C:2]1[CH:9]=[CH:8][C:5]([CH2:6][OH:7])=[C:4]([F:10])[CH:3]=1.[Li]CCCC.C[O:17][B:18](OC)[O:19]C, predict the reaction product. (2) Given the reactants C(OC([NH:8][CH2:9][CH2:10][N:11]1[C:15]([C:16](OC)=[O:17])=[C:14]([N+:20]([O-:22])=[O:21])[C:13]([C:23]([O:25][CH3:26])=[O:24])=[N:12]1)=O)(C)(C)C.FC(F)(F)C(O)=O, predict the reaction product. The product is: [N+:20]([C:14]1[C:13]([C:23]([O:25][CH3:26])=[O:24])=[N:12][N:11]2[CH2:10][CH2:9][NH:8][C:16](=[O:17])[C:15]=12)([O-:22])=[O:21].